Dataset: Catalyst prediction with 721,799 reactions and 888 catalyst types from USPTO. Task: Predict which catalyst facilitates the given reaction. Reactant: Cl.[Sn](Cl)Cl.[N+:5]([C:8]1[CH:13]=[C:12]([C:14]([F:17])([F:16])[F:15])[CH:11]=[CH:10][C:9]=1[N:18]1[CH2:23][CH2:22][CH2:21][CH2:20][C@@H:19]1[CH3:24])([O-])=O.C(=O)([O-])O.[Na+]. Product: [CH3:24][C@H:19]1[CH2:20][CH2:21][CH2:22][CH2:23][N:18]1[C:9]1[CH:10]=[CH:11][C:12]([C:14]([F:16])([F:15])[F:17])=[CH:13][C:8]=1[NH2:5]. The catalyst class is: 5.